From a dataset of Catalyst prediction with 721,799 reactions and 888 catalyst types from USPTO. Predict which catalyst facilitates the given reaction. (1) Reactant: C([N:8](CC1C=CC=CC=1)[C@H:9]1[CH2:14][CH2:13][C@@H:12]([N:15]2[CH2:20][CH2:19][N:18]([CH3:21])[CH2:17][CH2:16]2)[CH2:11][CH2:10]1)C1C=CC=CC=1. Product: [CH3:21][N:18]1[CH2:17][CH2:16][N:15]([C@H:12]2[CH2:13][CH2:14][C@H:9]([NH2:8])[CH2:10][CH2:11]2)[CH2:20][CH2:19]1. The catalyst class is: 19. (2) Reactant: N1C=CC=CC=1.[CH2:7]([O:14][N:15]([C@H:28]1[CH2:33][N:32]([C:34]([O:36][C:37]([CH3:40])([CH3:39])[CH3:38])=[O:35])[C@H:31]([C:41](=O)[NH2:42])[CH2:30][CH2:29]1)[S:16]([C:19]1[CH:24]=[CH:23][CH:22]=[CH:21][C:20]=1[N+:25]([O-:27])=[O:26])(=[O:18])=[O:17])[C:8]1[CH:13]=[CH:12][CH:11]=[CH:10][CH:9]=1.O(S(C(F)(F)F)(=O)=O)S(C(F)(F)F)(=O)=O.CCOC(C)=O. Product: [CH2:7]([O:14][N:15]([C@H:28]1[CH2:33][N:32]([C:34]([O:36][C:37]([CH3:38])([CH3:40])[CH3:39])=[O:35])[C@H:31]([C:41]#[N:42])[CH2:30][CH2:29]1)[S:16]([C:19]1[CH:24]=[CH:23][CH:22]=[CH:21][C:20]=1[N+:25]([O-:27])=[O:26])(=[O:18])=[O:17])[C:8]1[CH:9]=[CH:10][CH:11]=[CH:12][CH:13]=1. The catalyst class is: 1. (3) Reactant: [CH:1]1([C:7](=[NH:9])[NH2:8])[CH2:6][CH2:5][CH2:4][CH2:3][CH2:2]1.CCN(C(C)C)C(C)C.[Cl:19][C:20]([SH:23])(Cl)Cl. Product: [Cl:19][C:20]1[S:23][N:8]=[C:7]([CH:1]2[CH2:6][CH2:5][CH2:4][CH2:3][CH2:2]2)[N:9]=1. The catalyst class is: 2. (4) Reactant: [C:1]([C:4]1[CH:9]=[N:8][N:7]2[CH:10]=[C:11]([C:13]([NH:15][NH2:16])=[O:14])[CH:12]=[C:6]2[C:5]=1[NH:17][C@@H:18]1[CH2:23][CH2:22][N:21]([C:24]([O:26][C:27]([CH3:30])([CH3:29])[CH3:28])=[O:25])[CH2:20][C:19]1([CH3:32])[CH3:31])(=[O:3])[NH2:2].N1([C:38](N2C=CN=C2)=[S:39])C=CN=C1.[CH2:45](N(CC)CC)C.IC. Product: [C:1]([C:4]1[CH:9]=[N:8][N:7]2[CH:10]=[C:11]([C:13]3[O:14][C:45]([S:39][CH3:38])=[N:16][N:15]=3)[CH:12]=[C:6]2[C:5]=1[NH:17][C@@H:18]1[CH2:23][CH2:22][N:21]([C:24]([O:26][C:27]([CH3:30])([CH3:29])[CH3:28])=[O:25])[CH2:20][C:19]1([CH3:32])[CH3:31])(=[O:3])[NH2:2]. The catalyst class is: 7.